Task: Predict the reactants needed to synthesize the given product.. Dataset: Full USPTO retrosynthesis dataset with 1.9M reactions from patents (1976-2016) (1) Given the product [NH2:4][C:5]1[CH:10]=[CH:9][C:8]([C:11]2[CH:12]=[C:13]([N:17]3[C:22](=[O:23])[C:21]([CH2:24][C:25]4[CH:30]=[CH:29][CH:28]=[CH:27][CH:26]=4)=[N:20][C:19]4[CH:31]=[CH:32][CH:33]=[N:34][C:18]3=4)[CH:14]=[CH:15][CH:16]=2)=[CH:7][CH:6]=1, predict the reactants needed to synthesize it. The reactants are: C([NH:4][C:5]1[CH:10]=[CH:9][C:8]([C:11]2[CH:12]=[C:13]([N:17]3[C:22](=[O:23])[C:21]([CH2:24][C:25]4[CH:30]=[CH:29][CH:28]=[CH:27][CH:26]=4)=[N:20][C:19]4[CH:31]=[CH:32][CH:33]=[N:34][C:18]3=4)[CH:14]=[CH:15][CH:16]=2)=[CH:7][CH:6]=1)(=O)C.C(=O)(O)[O-].[Na+]. (2) Given the product [F:1][C:2]1[CH:30]=[C:29]([CH:28]=[CH:27][C:3]=1[O:4][C:5]1[CH:6]=[C:7]([C:17]2[NH:21][C:20]([C:22]3[S:23][CH:24]=[CH:25][N:26]=3)=[CH:19][CH:18]=2)[CH:8]=[C:9]([O:11][C@@H:12]([CH3:16])[CH2:13][O:14][CH3:15])[CH:10]=1)[C:31]([N:33]1[CH2:34][CH:35]([OH:37])[CH2:36]1)=[O:32], predict the reactants needed to synthesize it. The reactants are: [F:1][C:2]1[CH:30]=[C:29]([C:31]([N:33]2[CH2:36][CH:35]([O:37]C3CCCCO3)[CH2:34]2)=[O:32])[CH:28]=[CH:27][C:3]=1[O:4][C:5]1[CH:6]=[C:7]([C:17]2[NH:21][C:20]([C:22]3[S:23][CH:24]=[CH:25][N:26]=3)=[CH:19][CH:18]=2)[CH:8]=[C:9]([O:11][C@@H:12]([CH3:16])[CH2:13][O:14][CH3:15])[CH:10]=1.C12(CS(O)(=O)=O)C(C)(C)C(CC1)CC2=O.C(N(CC)CC)C. (3) Given the product [NH2:1][C:2]1[N:7]=[C:6]([C:8]2[O:9][CH:10]=[C:11]([Br:13])[CH:12]=2)[C:5]([C:14]#[N:15])=[C:4]([O:28][CH2:27][C:21]2[C:20]([CH3:19])=[CH:25][C:24]([CH3:26])=[CH:23][N:22]=2)[N:3]=1, predict the reactants needed to synthesize it. The reactants are: [NH2:1][C:2]1[N:7]=[C:6]([C:8]2[O:9][CH:10]=[C:11]([Br:13])[CH:12]=2)[C:5]([C:14]#[N:15])=[C:4](S(C)=O)[N:3]=1.[CH3:19][C:20]1[C:21]([CH2:27][OH:28])=[N:22][CH:23]=[C:24]([CH3:26])[CH:25]=1.C1CCN2C(=NCCC2)CC1. (4) Given the product [CH:27]1([C:25]([C:19]2[CH:20]=[C:21]([CH3:24])[CH:22]=[CH:23][C:18]=2[NH:17][C:15](=[O:16])[NH:14][C:11]2[S:12][CH:13]=[C:9]([CH2:8][CH2:7][NH:6][CH2:5][C:4]([OH:32])=[O:3])[N:10]=2)=[O:26])[CH2:31][CH2:30][CH2:29][CH2:28]1, predict the reactants needed to synthesize it. The reactants are: C([O:3][C:4](=[O:32])[CH2:5][NH:6][CH2:7][CH2:8][C:9]1[N:10]=[C:11]([NH:14][C:15]([NH:17][C:18]2[CH:23]=[CH:22][C:21]([CH3:24])=[CH:20][C:19]=2[C:25]([CH:27]2[CH2:31][CH2:30][CH2:29][CH2:28]2)=[O:26])=[O:16])[S:12][CH:13]=1)C. (5) Given the product [CH2:10]([N:17]([CH2:24][C:25]1[CH:30]=[CH:29][CH:28]=[CH:27][CH:26]=1)[C@@H:18]([C:20]1([F:7])[CH2:22][CH2:21]1)[CH3:19])[C:11]1[CH:16]=[CH:15][CH:14]=[CH:13][CH:12]=1, predict the reactants needed to synthesize it. The reactants are: CCN(S(F)(F)[F:7])CC.[CH2:10]([N:17]([CH2:24][C:25]1[CH:30]=[CH:29][CH:28]=[CH:27][CH:26]=1)[C@@H:18]([C:20]1(O)[CH2:22][CH2:21]1)[CH3:19])[C:11]1[CH:16]=[CH:15][CH:14]=[CH:13][CH:12]=1. (6) The reactants are: Br[C:2]1[C:10]2[C:9]([O:11][C@H:12]([CH2:18][C:19]3[CH:24]=[CH:23][CH:22]=[CH:21][C:20]=3[O:25][CH2:26][C:27]([F:30])([F:29])[F:28])[C:13]([O:15][CH2:16][CH3:17])=[O:14])=[N:8][CH:7]=[N:6][C:5]=2[S:4][C:3]=1[C:31]1[CH:36]=[CH:35][C:34]([F:37])=[CH:33][CH:32]=1.[Cl:38][C:39]1[C:44]([CH3:45])=[C:43](B2OC(C)(C)C(C)(C)O2)[CH:42]=[CH:41][C:40]=1[OH:55].C([O-])([O-])=O.[Cs+].[Cs+]. Given the product [Cl:38][C:39]1[C:44]([CH3:45])=[C:43]([C:2]2[C:10]3[C:9]([O:11][C@H:12]([CH2:18][C:19]4[CH:24]=[CH:23][CH:22]=[CH:21][C:20]=4[O:25][CH2:26][C:27]([F:29])([F:28])[F:30])[C:13]([O:15][CH2:16][CH3:17])=[O:14])=[N:8][CH:7]=[N:6][C:5]=3[S:4][C:3]=2[C:31]2[CH:36]=[CH:35][C:34]([F:37])=[CH:33][CH:32]=2)[CH:42]=[CH:41][C:40]=1[OH:55], predict the reactants needed to synthesize it.